From a dataset of Full USPTO retrosynthesis dataset with 1.9M reactions from patents (1976-2016). Predict the reactants needed to synthesize the given product. (1) Given the product [CH3:26][O:25][C:5]1[CH:4]=[CH:3][C:2]([NH:1][C:34]([NH:33][C:27]2[CH:32]=[CH:31][CH:30]=[CH:29][CH:28]=2)=[O:35])=[CH:7][C:6]=1[NH:8][S:9]([C:12]1[CH:13]=[C:14]([C:18]2[CH:23]=[CH:22][C:21]([F:24])=[CH:20][CH:19]=2)[CH:15]=[CH:16][CH:17]=1)(=[O:11])=[O:10], predict the reactants needed to synthesize it. The reactants are: [NH2:1][C:2]1[CH:3]=[CH:4][C:5]([O:25][CH3:26])=[C:6]([NH:8][S:9]([C:12]2[CH:13]=[C:14]([C:18]3[CH:23]=[CH:22][C:21]([F:24])=[CH:20][CH:19]=3)[CH:15]=[CH:16][CH:17]=2)(=[O:11])=[O:10])[CH:7]=1.[C:27]1([N:33]=[C:34]=[O:35])[CH:32]=[CH:31][CH:30]=[CH:29][CH:28]=1. (2) The reactants are: [Cl:1][C:2]1[CH:3]=[C:4]([C:9](=[O:11])[CH3:10])[CH:5]=[CH:6][C:7]=1[Cl:8].[C:12](OCC)(=[O:18])[C:13]([O:15][CH2:16][CH3:17])=[O:14].[Na]. Given the product [CH2:16]([O:15][C:13](=[O:14])/[C:12](/[OH:18])=[CH:10]/[C:9]([C:4]1[CH:5]=[CH:6][C:7]([Cl:8])=[C:2]([Cl:1])[CH:3]=1)=[O:11])[CH3:17], predict the reactants needed to synthesize it. (3) Given the product [OH:12][C:6]1([CH2:5][CH:4]([NH:13][S:14]([C:17]2[CH:23]=[CH:22][C:20]([CH3:21])=[CH:19][CH:18]=2)(=[O:16])=[O:15])[CH2:3][N:2]([CH3:1])[C:30](=[O:39])[O:32][CH2:33][CH2:34][Si:35]([CH3:36])([CH3:37])[CH3:38])[CH2:11][CH2:10][CH2:9][CH2:8][CH2:7]1, predict the reactants needed to synthesize it. The reactants are: [CH3:1][NH:2][CH2:3][CH:4]([NH:13][S:14]([C:17]1[CH:23]=[CH:22][C:20]([CH3:21])=[CH:19][CH:18]=1)(=[O:16])=[O:15])[CH2:5][C:6]1([OH:12])[CH2:11][CH2:10][CH2:9][CH2:8][CH2:7]1.C([O-])([O-])=O.[K+].[K+].[C:30]([O:39]N1C(=O)CCC1=O)([O:32][CH2:33][CH2:34][Si:35]([CH3:38])([CH3:37])[CH3:36])=O.